From a dataset of Full USPTO retrosynthesis dataset with 1.9M reactions from patents (1976-2016). Predict the reactants needed to synthesize the given product. (1) Given the product [F:12][C:11]([F:14])([F:13])[C:6]1[CH:5]=[C:4]([N:1]2[CH2:21][CH2:20][NH:19][CH2:18][CH2:17]2)[CH:9]=[CH:8][N:7]=1, predict the reactants needed to synthesize it. The reactants are: [N+:1]([C:4]1[CH:9]=[CH:8][N+:7]([O-])=[C:6]([C:11]([F:14])([F:13])[F:12])[CH:5]=1)([O-])=O.BrC1[CH:21]=[C:20](C(F)(F)F)[N:19]=[C:18](C)[CH:17]=1. (2) Given the product [OH:34][CH:24]([CH2:23][NH:22][C:9]1[C:18]2[C:13](=[CH:14][CH:15]=[CH:16][CH:17]=2)[N:12]=[CH:11][C:10]=1[N+:19]([O-:21])=[O:20])[CH2:25][NH:26][C:27](=[O:33])[O:28][C:29]([CH3:31])([CH3:32])[CH3:30], predict the reactants needed to synthesize it. The reactants are: C(N(CC)CC)C.Cl[C:9]1[C:18]2[C:13](=[CH:14][CH:15]=[CH:16][CH:17]=2)[N:12]=[CH:11][C:10]=1[N+:19]([O-:21])=[O:20].[NH2:22][CH2:23][CH:24]([OH:34])[CH2:25][NH:26][C:27](=[O:33])[O:28][C:29]([CH3:32])([CH3:31])[CH3:30].O. (3) The reactants are: [Cl:1][C:2]1[C:3]([CH2:12][N:13]2[C:17](/[CH:18]=[CH:19]/[C:20](O)=[O:21])=[CH:16][C:15]([O:23][CH:24]([CH3:26])[CH3:25])=[N:14]2)=[N:4][CH:5]=[C:6]([C:8]([F:11])([F:10])[F:9])[CH:7]=1.[CH2:27]([S:32]([NH2:35])(=[O:34])=[O:33])[CH2:28][CH2:29][CH2:30][CH3:31].N12CCCN=C1CCCCC2.Cl. Given the product [Cl:1][C:2]1[C:3]([CH2:12][N:13]2[C:17](/[CH:18]=[CH:19]/[C:20]([NH:35][S:32]([CH2:27][CH2:28][CH2:29][CH2:30][CH3:31])(=[O:34])=[O:33])=[O:21])=[CH:16][C:15]([O:23][CH:24]([CH3:26])[CH3:25])=[N:14]2)=[N:4][CH:5]=[C:6]([C:8]([F:9])([F:11])[F:10])[CH:7]=1, predict the reactants needed to synthesize it. (4) Given the product [O:26]=[C:25]([C:23]1[O:24][C:20]([O:19][CH2:18][CH:17]([CH2:29][CH2:30][CH3:31])[CH2:14][CH2:15][CH3:16])=[CH:21][CH:22]=1)[CH2:1][C:2]#[N:3], predict the reactants needed to synthesize it. The reactants are: [CH3:1][C:2]#[N:3].[Li+].C[Si]([N-][Si](C)(C)C)(C)C.[CH2:14]([CH:17]([CH2:29][CH2:30][CH3:31])[CH2:18][O:19][C:20]1[O:24][C:23]([C:25](OC)=[O:26])=[CH:22][CH:21]=1)[CH2:15][CH3:16]. (5) Given the product [Cl:27][C:20]1[C:21]([N:8]2[CH2:7][CH2:6][N:5]([CH2:4][C:3]3[C:11]([F:15])=[CH:12][CH:13]=[CH:14][C:2]=3[Cl:1])[CH2:10][CH2:9]2)=[C:22]([N+:23]([O-:25])=[O:24])[C:17]([NH2:16])=[N:18][CH:19]=1, predict the reactants needed to synthesize it. The reactants are: [Cl:1][C:2]1[CH:14]=[CH:13][CH:12]=[C:11]([F:15])[C:3]=1[CH2:4][N:5]1[CH2:10][CH2:9][NH:8][CH2:7][CH2:6]1.[NH2:16][C:17]1[C:22]([N+:23]([O-:25])=[O:24])=[C:21](Cl)[C:20]([Cl:27])=[CH:19][N:18]=1.